From a dataset of Reaction yield outcomes from USPTO patents with 853,638 reactions. Predict the reaction yield, written as a fraction of the theoretical maximum amount of product (1.0 means a 100% yield; for example, 0.34 means a 34% yield). The reactants are [I:1][C:2]1[CH:3]=[CH:4][CH:5]=[C:6]2[C:11]=1[N:10]=[C:9]([NH:12][C:13]1([CH3:17])C[CH2:15][CH2:14]1)[N:8]([CH3:18])[C:7]2=[O:19].ClC1N(C)C(=O)C2C(=C(I)C=CC=2)N=1.Cl.CC1(N)CC1. No catalyst specified. The product is [I:1][C:2]1[CH:3]=[CH:4][CH:5]=[C:6]2[C:11]=1[N:10]=[C:9]([NH:12][C:13]1([CH3:17])[CH2:15][CH2:14]1)[N:8]([CH3:18])[C:7]2=[O:19]. The yield is 0.800.